This data is from Reaction yield outcomes from USPTO patents with 853,638 reactions. The task is: Predict the reaction yield, written as a fraction of the theoretical maximum amount of product (1.0 means a 100% yield; for example, 0.34 means a 34% yield). (1) The reactants are [NH2:1][C:2]1[CH:3]=[C:4]([CH:9]=[CH:10][C:11]=1[O:12][CH3:13])[C:5]([O:7][CH3:8])=[O:6].[C:14](Cl)(=[O:18])[CH:15]([CH3:17])[CH3:16].Cl. The catalyst is C(Cl)Cl. The product is [C:14]([NH:1][C:2]1[CH:3]=[C:4]([CH:9]=[CH:10][C:11]=1[O:12][CH3:13])[C:5]([O:7][CH3:8])=[O:6])(=[O:18])[CH:15]([CH3:17])[CH3:16]. The yield is 0.840. (2) The reactants are [CH:1]1([CH2:4][O:5][C:6]2[CH:11]=[C:10]([O:12][CH2:13][CH2:14][O:15][CH3:16])[CH:9]=[CH:8][C:7]=2/[CH:17]=[CH:18]/[C:19]([NH:21][S:22]([CH2:25][CH2:26][CH2:27][CH2:28][CH3:29])(=[O:24])=[O:23])=[O:20])[CH2:3][CH2:2]1. The catalyst is CO.[C].[Pd]. The product is [CH:1]1([CH2:4][O:5][C:6]2[CH:11]=[C:10]([O:12][CH2:13][CH2:14][O:15][CH3:16])[CH:9]=[CH:8][C:7]=2[CH2:17][CH2:18][C:19]([NH:21][S:22]([CH2:25][CH2:26][CH2:27][CH2:28][CH3:29])(=[O:24])=[O:23])=[O:20])[CH2:2][CH2:3]1. The yield is 0.850. (3) The reactants are Cl([O-])=[O:2].[Na+].[CH2:5]([O:7][C:8]([C:10]1[CH:14]=[C:13]([N:15]2[CH:19]=[CH:18][C:17]([CH:20]=[O:21])=[CH:16]2)[N:12]([C:22]2[CH:23]=[N:24][C:25]([O:28][CH3:29])=[CH:26][CH:27]=2)[N:11]=1)=[O:9])[CH3:6]. The catalyst is O1CCOCC1.C(#N)C.O. The product is [CH2:5]([O:7][C:8]([C:10]1[CH:14]=[C:13]([N:15]2[CH:19]=[CH:18][C:17]([C:20]([OH:2])=[O:21])=[CH:16]2)[N:12]([C:22]2[CH:23]=[N:24][C:25]([O:28][CH3:29])=[CH:26][CH:27]=2)[N:11]=1)=[O:9])[CH3:6]. The yield is 0.260. (4) The reactants are [Cl:1][C:2]1[CH:35]=[CH:34][CH:33]=[CH:32][C:3]=1[CH2:4][N:5]1[C:9]2[CH:10]=[CH:11][C:12]([F:14])=[CH:13][C:8]=2[N:7]([CH:15]2[CH2:20][CH2:19][N:18]([C:21]3[C:26]([N+:27]([O-])=O)=[CH:25][CH:24]=[C:23]([CH3:30])[N:22]=3)[CH2:17][CH2:16]2)[C:6]1=[NH:31].C(=O)(O)[O-].[Na+]. The catalyst is O.C(O)(=O)C.C(#N)C.[Fe]. The product is [Cl:1][C:2]1[CH:35]=[CH:34][CH:33]=[CH:32][C:3]=1[CH2:4][N:5]1[C:9]2[CH:10]=[CH:11][C:12]([F:14])=[CH:13][C:8]=2[N:7]([CH:15]2[CH2:20][CH2:19][N:18]([C:21]3[C:26]([NH2:27])=[CH:25][CH:24]=[C:23]([CH3:30])[N:22]=3)[CH2:17][CH2:16]2)[C:6]1=[NH:31]. The yield is 0.670. (5) The reactants are [Cl:1][C:2]1[CH:3]=[C:4]([C:9]2([C:31]([F:34])([F:33])[F:32])[O:13][N:12]=[C:11]([C:14]3[S:18][C:17]([C:19]([NH:21][CH2:22][C:23]([O:25]C)=[O:24])=[O:20])=[C:16]4[CH2:27][CH2:28][CH2:29][CH2:30][C:15]=34)[CH2:10]2)[CH:5]=[C:6]([Cl:8])[CH:7]=1.O[Li].O. The catalyst is CO.O. The product is [Cl:8][C:6]1[CH:5]=[C:4]([C:9]2([C:31]([F:32])([F:34])[F:33])[O:13][N:12]=[C:11]([C:14]3[S:18][C:17]([C:19]([NH:21][CH2:22][C:23]([OH:25])=[O:24])=[O:20])=[C:16]4[CH2:27][CH2:28][CH2:29][CH2:30][C:15]=34)[CH2:10]2)[CH:3]=[C:2]([Cl:1])[CH:7]=1. The yield is 0.820. (6) The yield is 0.950. The catalyst is ClCCl. The product is [Br:2][CH:3]([C:7]([O:9][C:10]([CH3:13])([CH3:12])[CH3:11])=[O:8])[CH2:4][NH2:5]. The reactants are Br.[Br:2][CH2:3][CH2:4][NH2:5].O.[C:7](O[C:7]([O:9][C:10]([CH3:13])([CH3:12])[CH3:11])=[O:8])([O:9][C:10]([CH3:13])([CH3:12])[CH3:11])=[O:8].[OH-].[Na+]. (7) The reactants are [CH:1]1([N:6]2[C:10]3[N:11]=[C:12]([NH2:15])[N:13]=[CH:14][C:9]=3[C:8]3[CH:16]=[CH:17][N:18]=[C:19]([F:20])[C:7]2=3)[CH2:5][CH2:4][CH2:3][CH2:2]1.[Si:21]([O:28][CH2:29][CH2:30][CH:31]1[CH2:36][CH2:35][N:34]([C:37]2[CH:38]=[CH:39][C:40](Cl)=[N:41][CH:42]=2)[CH2:33][CH2:32]1)([C:24]([CH3:27])([CH3:26])[CH3:25])([CH3:23])[CH3:22].C1(P(C2C=CC=CC=2)C2C3OC4C(=CC=CC=4P(C4C=CC=CC=4)C4C=CC=CC=4)C(C)(C)C=3C=CC=2)C=CC=CC=1.CC(C)([O-])C.[Na+]. The catalyst is C1C=CC(/C=C/C(/C=C/C2C=CC=CC=2)=O)=CC=1.C1C=CC(/C=C/C(/C=C/C2C=CC=CC=2)=O)=CC=1.C1C=CC(/C=C/C(/C=C/C2C=CC=CC=2)=O)=CC=1.[Pd].[Pd].O1CCOCC1. The product is [Si:21]([O:28][CH2:29][CH2:30][CH:31]1[CH2:32][CH2:33][N:34]([C:37]2[CH:38]=[CH:39][C:40]([NH:15][C:12]3[N:13]=[CH:14][C:9]4[C:8]5[CH:16]=[CH:17][N:18]=[C:19]([F:20])[C:7]=5[N:6]([CH:1]5[CH2:2][CH2:3][CH2:4][CH2:5]5)[C:10]=4[N:11]=3)=[N:41][CH:42]=2)[CH2:35][CH2:36]1)([C:24]([CH3:27])([CH3:25])[CH3:26])([CH3:23])[CH3:22]. The yield is 0.650. (8) The reactants are [Br:1][C:2]1[CH:3]=[C:4]([CH:8]2[CH2:11][CH:10]([CH2:12][CH2:13][OH:14])[CH2:9]2)[CH:5]=[CH:6][CH:7]=1.[OH-].[Na+].[CH3:17]OS(OC)(=O)=O. The catalyst is C(OCC)C.[I-].C([N+](CCCC)(CCCC)CCCC)CCC. The product is [Br:1][C:2]1[CH:7]=[CH:6][CH:5]=[C:4]([CH:8]2[CH2:9][CH:10]([CH2:12][CH2:13][O:14][CH3:17])[CH2:11]2)[CH:3]=1. The yield is 0.740.